From a dataset of hERG potassium channel inhibition data for cardiac toxicity prediction from Karim et al.. Regression/Classification. Given a drug SMILES string, predict its toxicity properties. Task type varies by dataset: regression for continuous values (e.g., LD50, hERG inhibition percentage) or binary classification for toxic/non-toxic outcomes (e.g., AMES mutagenicity, cardiotoxicity, hepatotoxicity). Dataset: herg_karim. (1) The drug is COC(=O)N(NC(=O)c1c(CN2CCN(Cc3ccccc3)CC2)c(-c2ccccc2)nc2ccccc12)c1ccccc1. The result is 1 (blocker). (2) The molecule is CCn1nc(Cc2ccccc2)cc1C1CCN(CC2CN([C@@H](C(=O)O)C(C)C)C[C@@H]2c2cccc(F)c2)CC1. The result is 0 (non-blocker).